From a dataset of Forward reaction prediction with 1.9M reactions from USPTO patents (1976-2016). Predict the product of the given reaction. (1) Given the reactants [S:1]1[C:5]([C:6]([O:8]CC)=O)=[N:4][CH:3]=[N:2]1.O.[NH2:12][NH2:13], predict the reaction product. The product is: [S:1]1[C:5]([C:6]([NH:12][NH2:13])=[O:8])=[N:4][CH:3]=[N:2]1. (2) Given the reactants [C:1]([C:4]1[CH:9]=[CH:8][N:7]=[C:6]([C:10]2[N:14]([C:15]3[CH:16]=[N:17][C:18]([O:21][CH3:22])=[CH:19][CH:20]=3)[N:13]=[C:12]([C:23]([O:25][CH2:26][CH3:27])=[O:24])[CH:11]=2)[CH:5]=1)(O)=[O:2].O.C(O)(=O)C.C(OCC)(=O)C, predict the reaction product. The product is: [OH:2][CH2:1][C:4]1[CH:9]=[CH:8][N:7]=[C:6]([C:10]2[N:14]([C:15]3[CH:16]=[N:17][C:18]([O:21][CH3:22])=[CH:19][CH:20]=3)[N:13]=[C:12]([C:23]([O:25][CH2:26][CH3:27])=[O:24])[CH:11]=2)[CH:5]=1. (3) Given the reactants Br[C:2]1[CH:7]=[CH:6][C:5]([CH:8]([CH3:22])[C:9]([C:15]2[CH:20]=[CH:19][N:18]=[C:17]([CH3:21])[CH:16]=2)([OH:14])[C:10]([F:13])([F:12])[F:11])=[C:4]([Cl:23])[CH:3]=1.C([O-])([O-])=O.[Cs+].[Cs+].[C:30]([C:32]1[CH:37]=[CH:36][C:35](B2OC(C)(C)C(C)(C)O2)=[CH:34][N:33]=1)#[N:31].O, predict the reaction product. The product is: [Cl:23][C:4]1[CH:3]=[C:2]([C:35]2[CH:36]=[CH:37][C:32]([C:30]#[N:31])=[N:33][CH:34]=2)[CH:7]=[CH:6][C:5]=1[CH:8]([CH3:22])[C:9]([OH:14])([C:15]1[CH:20]=[CH:19][N:18]=[C:17]([CH3:21])[CH:16]=1)[C:10]([F:13])([F:12])[F:11]. (4) Given the reactants Br[C:2]1[CH:3]=[C:4]2[C:12](=[CH:13][CH:14]=1)[N:11]([C:15]1[CH:20]=[CH:19][CH:18]=[CH:17][CH:16]=1)[C:10]1[CH:9]=[C:8]3[C:21]([CH3:29])([CH3:28])[C:22]4[C:27]([C:7]3=[CH:6][C:5]2=1)=[CH:26][CH:25]=[CH:24][CH:23]=4.[NH2:30][C:31]1[CH:36]=[CH:35][C:34]([C:37]2[CH:42]=[CH:41][CH:40]=[CH:39][CH:38]=2)=[CH:33][CH:32]=1.N#N.CC([O-])(C)C.[Na+], predict the reaction product. The product is: [C:34]1([C:37]2[CH:42]=[CH:41][CH:40]=[CH:39][CH:38]=2)[CH:33]=[CH:32][C:31]([NH:30][C:2]2[CH:3]=[C:4]3[C:12](=[CH:13][CH:14]=2)[N:11]([C:15]2[CH:20]=[CH:19][CH:18]=[CH:17][CH:16]=2)[C:10]2[CH:9]=[C:8]4[C:21]([CH3:29])([CH3:28])[C:22]5[C:27]([C:7]4=[CH:6][C:5]3=2)=[CH:26][CH:25]=[CH:24][CH:23]=5)=[CH:36][CH:35]=1. (5) The product is: [CH2:1]([C:3]1([CH2:14][OH:15])[O:7][C:6]2=[N:8][C:9]([N+:11]([O-:13])=[O:12])=[CH:10][N:5]2[CH2:4]1)[CH3:2]. Given the reactants [CH2:1]([C:3]1([CH2:14][O:15]COC)[O:7][C:6]2=[N:8][C:9]([N+:11]([O-:13])=[O:12])=[CH:10][N:5]2[CH2:4]1)[CH3:2].Cl, predict the reaction product. (6) Given the reactants Br[C:2]1[NH:3][C:4]2[CH:5]=[CH:6][CH:7]=[C:8]3[C:14](=[O:15])[NH:13][CH2:12][CH2:11][C:10]=1[C:9]=23.C([Sn](CCCC)(CCCC)[C:21]#[C:22][C:23]1[CH:28]=[CH:27][CH:26]=[CH:25][CH:24]=1)CCC.C(C1C=C(C)C=C(C(C)(C)C)C=1O)(C)(C)C, predict the reaction product. The product is: [C:23]1([C:22]#[C:21][N:3]2[C:4]3[CH:5]=[CH:6][CH:7]=[C:8]4[C:14](=[O:15])[NH:13][CH2:12][CH2:11][C:10]([C:9]=34)=[CH:2]2)[CH:28]=[CH:27][CH:26]=[CH:25][CH:24]=1.